From a dataset of Full USPTO retrosynthesis dataset with 1.9M reactions from patents (1976-2016). Predict the reactants needed to synthesize the given product. (1) Given the product [CH2:14]([O:17][C@H:13]1[C@H:12]([I:1])[CH2:11][CH2:10][O:9]1)[C:15]#[CH:16], predict the reactants needed to synthesize it. The reactants are: [I:1]N1C(=O)CCC1=O.[O:9]1[CH:13]=[CH:12][CH2:11][CH2:10]1.[CH2:14]([OH:17])[C:15]#[CH:16].O. (2) The reactants are: [OH:1][C:2]1[CH:3]=[C:4]([CH:7]=[CH:8][CH:9]=1)[CH2:5][OH:6].[C:10](=O)([O-:12])[O-:11].[K+].[K+].Cl. Given the product [OH:1][C:2]1[CH:3]=[C:4]([CH2:5][OH:6])[CH:7]=[CH:8][C:9]=1[C:10]([OH:12])=[O:11], predict the reactants needed to synthesize it. (3) Given the product [F:1][C:2]1[CH:3]=[C:4]2[C:9](=[C:10]([F:12])[CH:11]=1)[O:8][CH2:7][C:6]([CH2:13][CH2:14][C:15]1[CH:24]=[C:23]3[C:18]([CH2:19][CH:20]([CH2:25][CH2:26][CH2:27][CH2:28][CH3:29])[CH2:21][O:22]3)=[CH:17][C:16]=1[F:30])=[CH:5]2, predict the reactants needed to synthesize it. The reactants are: [F:1][C:2]1[CH:3]=[C:4]2[C:9](=[C:10]([F:12])[CH:11]=1)[O:8][CH2:7][C:6]([CH:13]=[CH:14][C:15]1[CH:24]=[C:23]3[C:18]([CH2:19][CH:20]([CH2:25][CH2:26][CH2:27][CH2:28][CH3:29])[CH2:21][O:22]3)=[CH:17][C:16]=1[F:30])=[CH:5]2. (4) Given the product [F:1][C:2]1[C:3]([CH2:9][OH:10])=[N:4][CH:5]=[CH:6][C:7]=1[F:8], predict the reactants needed to synthesize it. The reactants are: [F:1][C:2]1[C:3]([CH:9]=[O:10])=[N:4][CH:5]=[CH:6][C:7]=1[F:8].[BH4-].[Na+]. (5) Given the product [Br:6][C:7]1[C:8]([F:1])=[CH:9][N:10]=[C:11]2[C:16]=1[N:15]=[C:14]([O:17][CH3:18])[CH:13]=[CH:12]2, predict the reactants needed to synthesize it. The reactants are: [F:1][B-](F)(F)F.[Br:6][C:7]1[C:8]([N+]#N)=[CH:9][N:10]=[C:11]2[C:16]=1[N:15]=[C:14]([O:17][CH3:18])[CH:13]=[CH:12]2. (6) The reactants are: C([O:8][C:9]1[CH:14]=[C:13]([O:15]CC2C=CC=CC=2)[C:12]([C:23]([CH3:25])=[CH2:24])=[CH:11][C:10]=1[C:26]([N:28]1[CH2:36][C:35]2[C:30](=[CH:31][CH:32]=[C:33]([CH2:37][CH:38]=O)[CH:34]=2)[CH2:29]1)=[O:27])C1C=CC=CC=1.[C:40]([O:44][C:45](=[O:52])[C@H:46]([CH2:48][CH:49]([CH3:51])[CH3:50])[NH2:47])([CH3:43])([CH3:42])[CH3:41]. Given the product [OH:8][C:9]1[CH:14]=[C:13]([OH:15])[C:12]([CH:23]([CH3:24])[CH3:25])=[CH:11][C:10]=1[C:26]([N:28]1[CH2:36][C:35]2[C:30](=[CH:31][CH:32]=[C:33]([CH2:37][CH2:38][NH:47][C@H:46]([C:45]([O:44][C:40]([CH3:43])([CH3:42])[CH3:41])=[O:52])[CH2:48][CH:49]([CH3:50])[CH3:51])[CH:34]=2)[CH2:29]1)=[O:27], predict the reactants needed to synthesize it.